Task: Predict which catalyst facilitates the given reaction.. Dataset: Catalyst prediction with 721,799 reactions and 888 catalyst types from USPTO (1) Reactant: [NH2:1][C:2]1[CH:3]=[C:4]2[C:8](=[CH:9][CH:10]=1)[NH:7][CH:6]=[CH:5]2.[C:11]([O:15][C:16]([N:18]1[CH2:23][CH2:22][C:21](=O)[CH2:20][CH2:19]1)=[O:17])([CH3:14])([CH3:13])[CH3:12].C(O)(=O)C.C(O[BH-](OC(=O)C)OC(=O)C)(=O)C.[Na+].C(=O)([O-])[O-].[Na+].[Na+]. Product: [C:11]([O:15][C:16]([N:18]1[CH2:23][CH2:22][CH:21]([NH:1][C:2]2[CH:3]=[C:4]3[C:8](=[CH:9][CH:10]=2)[NH:7][CH:6]=[CH:5]3)[CH2:20][CH2:19]1)=[O:17])([CH3:14])([CH3:12])[CH3:13]. The catalyst class is: 47. (2) Reactant: O.[NH2:2][NH2:3].CO[C:6](=[O:26])[C:7]([NH:9][C:10]1[CH:11]=[CH:12][C:13]([O:16][C@@H:17]2[CH2:21][CH2:20][C@@H:19]([C:22]([O:24][CH3:25])=[O:23])[CH2:18]2)=[N:14][CH:15]=1)=[O:8]. Product: [NH:2]([C:6](=[O:26])[C:7]([NH:9][C:10]1[CH:11]=[CH:12][C:13]([O:16][C@@H:17]2[CH2:21][CH2:20][C@@H:19]([C:22]([O:24][CH3:25])=[O:23])[CH2:18]2)=[N:14][CH:15]=1)=[O:8])[NH2:3]. The catalyst class is: 8.